This data is from Catalyst prediction with 721,799 reactions and 888 catalyst types from USPTO. The task is: Predict which catalyst facilitates the given reaction. (1) Reactant: Br[C:2]1[CH:3]=[C:4]([NH:10][C:11]2[CH:16]=[CH:15][C:14]([C:17]([N:19]3[CH2:24][CH2:23][O:22][CH2:21][C@@H:20]3[CH3:25])=[O:18])=[CH:13][N:12]=2)[C:5](=[O:9])[N:6]([CH3:8])[CH:7]=1.[C:26]([O:29][CH2:30][C:31]1[C:32]([N:46]2[CH2:57][CH2:56][N:55]3[C:48](=[CH:49][C:50]4[CH2:51][C:52]([CH3:59])([CH3:58])[CH2:53][C:54]=43)[C:47]2=[O:60])=[N:33][CH:34]=[CH:35][C:36]=1B1OC(C)(C)C(C)(C)O1)(=[O:28])[CH3:27].[O-]P([O-])([O-])=O.[K+].[K+].[K+].C([O-])(=O)C.[Na+]. Product: [C:26]([O:29][CH2:30][C:31]1[C:32]([N:46]2[CH2:57][CH2:56][N:55]3[C:48](=[CH:49][C:50]4[CH2:51][C:52]([CH3:59])([CH3:58])[CH2:53][C:54]=43)[C:47]2=[O:60])=[N:33][CH:34]=[CH:35][C:36]=1[C:2]1[CH:3]=[C:4]([NH:10][C:11]2[CH:16]=[CH:15][C:14]([C:17]([N:19]3[CH2:24][CH2:23][O:22][CH2:21][C@@H:20]3[CH3:25])=[O:18])=[CH:13][N:12]=2)[C:5](=[O:9])[N:6]([CH3:8])[CH:7]=1)(=[O:28])[CH3:27]. The catalyst class is: 379. (2) The catalyst class is: 101. Reactant: Cl[C:2]1[N:3]=[N:4][C:5]([C:8]2[CH:13]=[CH:12][CH:11]=[CH:10][CH:9]=2)=[CH:6][CH:7]=1.[Cl-].C(C1C=CC=C(C(C)C)C=1[N+:27]1[CH:31]=[CH:30][N:29]([C:32]2[C:37]([CH:38](C)C)=[CH:36][CH:35]=[CH:34]C=2C(C)C)[CH:28]=1)(C)C.CC(C)([O-])C.[Na+]. Product: [C:8]1([C:5]2[N:4]=[N:3][C:2]([N:27]3[CH2:38][CH:37]4[CH2:32][N:29]5[CH2:28][CH:35]([CH2:34][CH:31]3[CH2:30]5)[CH2:36]4)=[CH:7][CH:6]=2)[CH:13]=[CH:12][CH:11]=[CH:10][CH:9]=1. (3) Reactant: [F:1][C:2]1[CH:3]=[CH:4][C:5]([C:8]([O:10]CC)=[O:9])=[N:6][CH:7]=1.[OH-].[Na+]. Product: [F:1][C:2]1[CH:3]=[CH:4][C:5]([C:8]([OH:10])=[O:9])=[N:6][CH:7]=1. The catalyst class is: 36. (4) Reactant: Cl[C:2]1[N:7]=[CH:6][C:5]([S:8]([C:11]2[N:15]([C:16]3[CH:21]=[C:20]([F:22])[CH:19]=[CH:18][C:17]=3[CH3:23])[N:14]=[C:13]([CH2:24][N:25]([CH3:33])[C:26](=[O:32])[O:27][C:28]([CH3:31])([CH3:30])[CH3:29])[CH:12]=2)(=[O:10])=[O:9])=[CH:4][CH:3]=1.C(N(CC)CC)C. Product: [F:22][C:20]1[CH:19]=[CH:18][C:17]([CH3:23])=[C:16]([N:15]2[C:11]([S:8]([C:5]3[CH:6]=[N:7][CH:2]=[CH:3][CH:4]=3)(=[O:10])=[O:9])=[CH:12][C:13]([CH2:24][N:25]([CH3:33])[C:26](=[O:32])[O:27][C:28]([CH3:29])([CH3:30])[CH3:31])=[N:14]2)[CH:21]=1. The catalyst class is: 5. (5) Reactant: [C:1]([C:4]1[C:13]([OH:14])=[CH:12][C:11]2[C:6](=[CH:7][CH:8]=[CH:9][CH:10]=2)[N:5]=1)(=[O:3])[CH3:2].Cl[C:16]1[C:25]2[C:20](=[CH:21][C:22]([O:28][CH3:29])=[C:23]([O:26][CH3:27])[CH:24]=2)[N:19]=[CH:18][CH:17]=1.O. Product: [CH3:27][O:26][C:23]1[CH:24]=[C:25]2[C:20](=[CH:21][C:22]=1[O:28][CH3:29])[N:19]=[CH:18][CH:17]=[C:16]2[O:14][C:13]1[C:4]([C:1](=[O:3])[CH3:2])=[N:5][C:6]2[C:11]([CH:12]=1)=[CH:10][CH:9]=[CH:8][CH:7]=2. The catalyst class is: 420. (6) Reactant: [F:1][C@@H:2]1[CH2:6][N:5]([C:7]2[CH:12]=[CH:11][N:10]3[N:13]=[CH:14][C:15]([C:16]([O:18]CC)=[O:17])=[C:9]3[CH:8]=2)[C@@H:4]([C:21]2[CH:26]=[CH:25][CH:24]=[C:23]([F:27])[CH:22]=2)[CH2:3]1.[Li+].[OH-].[OH-].[Na+]. Product: [F:1][C@@H:2]1[CH2:6][N:5]([C:7]2[CH:12]=[CH:11][N:10]3[N:13]=[CH:14][C:15]([C:16]([OH:18])=[O:17])=[C:9]3[CH:8]=2)[C@@H:4]([C:21]2[CH:26]=[CH:25][CH:24]=[C:23]([F:27])[CH:22]=2)[CH2:3]1. The catalyst class is: 87. (7) Reactant: Cl.[CH2:2]([N:9]1[CH2:16][CH:15]2[CH2:17][CH:11]([CH:12]([CH3:26])[N:13](C(OC(C)(C)C)=O)[CH:14]2[CH3:18])[CH2:10]1)[C:3]1[CH:8]=[CH:7][CH:6]=[CH:5][CH:4]=1. Product: [CH2:2]([N:9]1[CH2:10][CH:11]2[CH2:17][CH:15]([CH:14]([CH3:18])[NH:13][CH:12]2[CH3:26])[CH2:16]1)[C:3]1[CH:4]=[CH:5][CH:6]=[CH:7][CH:8]=1. The catalyst class is: 13. (8) Reactant: [CH3:1][O:2][C:3](=[O:26])[CH2:4][C:5]1[C:14]([CH3:15])=[C:13](B2OC(C)(C)C(C)(C)O2)[C:12]2[C:7](=[CH:8][CH:9]=[C:10]([Cl:25])[CH:11]=2)[CH:6]=1.Br[C:28]1[CH:33]=[CH:32][C:31]([S:34][C:35]2[CH:40]=[CH:39][C:38]([Cl:41])=[CH:37][CH:36]=2)=[CH:30][CH:29]=1.C(=O)(O)[O-].[Na+].O. Product: [CH3:1][O:2][C:3](=[O:26])[CH2:4][C:5]1[C:14]([CH3:15])=[C:13]([C:28]2[CH:33]=[CH:32][C:31]([S:34][C:35]3[CH:40]=[CH:39][C:38]([Cl:41])=[CH:37][CH:36]=3)=[CH:30][CH:29]=2)[C:12]2[C:7](=[CH:8][CH:9]=[C:10]([Cl:25])[CH:11]=2)[CH:6]=1. The catalyst class is: 564. (9) Reactant: [H-].[Na+].CN(C)C=O.[CH3:8][N:9]1[C:13]([CH2:14][OH:15])=[CH:12][CH:11]=[N:10]1.F[C:17]1[CH:22]=[CH:21][C:20]([F:23])=[CH:19][N:18]=1. Product: [F:23][C:20]1[CH:21]=[CH:22][C:17]([O:15][CH2:14][C:13]2[N:9]([CH3:8])[N:10]=[CH:11][CH:12]=2)=[N:18][CH:19]=1. The catalyst class is: 6. (10) Reactant: [H-].[Na+].[Br:3][C:4]1[C:15](=[O:16])[NH:14][C:7]2[N:8]=[C:9]([S:12][CH3:13])[N:10]=[CH:11][C:6]=2[CH:5]=1.[CH2:17](Br)[CH3:18]. Product: [Br:3][C:4]1[C:15](=[O:16])[N:14]([CH2:17][CH3:18])[C:7]2[N:8]=[C:9]([S:12][CH3:13])[N:10]=[CH:11][C:6]=2[CH:5]=1. The catalyst class is: 9.